Dataset: Reaction yield outcomes from USPTO patents with 853,638 reactions. Task: Predict the reaction yield, written as a fraction of the theoretical maximum amount of product (1.0 means a 100% yield; for example, 0.34 means a 34% yield). (1) The reactants are [H-].[Al+3].[Li+].[H-].[H-].[H-].[CH2:7]([O:14][CH2:15][CH2:16][CH:17]1[CH2:22][CH2:21][N:20]([C:23]2[CH:24]=[N:25][CH:26]=[C:27]([O:29][CH2:30][C@@H:31]3[CH2:34][CH2:33][N:32]3[C:35](OC(C)(C)C)=O)[CH:28]=2)[CH2:19][CH2:18]1)[C:8]1[CH:13]=[CH:12][CH:11]=[CH:10][CH:9]=1.[O-]S([O-])(=O)=O.[Na+].[Na+].CCOCC. The catalyst is C1COCC1.O. The product is [CH2:7]([O:14][CH2:15][CH2:16][CH:17]1[CH2:18][CH2:19][N:20]([C:23]2[CH:24]=[N:25][CH:26]=[C:27]([O:29][CH2:30][C@@H:31]3[CH2:34][CH2:33][N:32]3[CH3:35])[CH:28]=2)[CH2:21][CH2:22]1)[C:8]1[CH:9]=[CH:10][CH:11]=[CH:12][CH:13]=1. The yield is 1.00. (2) The reactants are [CH2:1]([N:8]1[C:13](=[O:14])[C:12]([O:15][CH3:16])=[C:11](Cl)[CH:10]=[N:9]1)[C:2]1[CH:7]=[CH:6][CH:5]=[CH:4][CH:3]=1.[Cl:18][C:19]1[CH:24]=[CH:23][C:22](B(O)O)=[CH:21][CH:20]=1.C([O-])([O-])=O.[Na+].[Na+]. The catalyst is C1(C)C=CC=CC=1.CCO.C1C=CC([P]([Pd]([P](C2C=CC=CC=2)(C2C=CC=CC=2)C2C=CC=CC=2)([P](C2C=CC=CC=2)(C2C=CC=CC=2)C2C=CC=CC=2)[P](C2C=CC=CC=2)(C2C=CC=CC=2)C2C=CC=CC=2)(C2C=CC=CC=2)C2C=CC=CC=2)=CC=1. The product is [CH2:1]([N:8]1[C:13](=[O:14])[C:12]([O:15][CH3:16])=[C:11]([C:22]2[CH:23]=[CH:24][C:19]([Cl:18])=[CH:20][CH:21]=2)[CH:10]=[N:9]1)[C:2]1[CH:7]=[CH:6][CH:5]=[CH:4][CH:3]=1. The yield is 0.830. (3) The reactants are C(OC([N:8](C(OC(C)(C)C)=O)[C:9]1[CH:13]=[C:12]([C:14]2[CH:19]=[CH:18][C:17]([N:20]([CH3:22])[CH3:21])=[CH:16][CH:15]=2)[N:11](C(OC(C)(C)C)=O)[N:10]=1)=O)(C)(C)C.C(O)(C(F)(F)F)=O. The catalyst is C(Cl)Cl. The product is [CH3:21][N:20]([CH3:22])[C:17]1[CH:16]=[CH:15][C:14]([C:12]2[NH:11][N:10]=[C:9]([NH2:8])[CH:13]=2)=[CH:19][CH:18]=1. The yield is 0.760. (4) The reactants are [Cl:1][C:2]1[CH:7]=NC(I)=C[N:3]=1.[F:9][C:10]1[CH:11]=[C:12]([C:16]#[CH:17])[CH:13]=[CH:14][CH:15]=1.[CH2:18]([N:20](CC)CC)[CH3:19]. The catalyst is C1COCC1.C1C=CC(P(C2C=CC=CC=2)C2C=CC=CC=2)=CC=1.C1C=CC(P(C2C=CC=CC=2)C2C=CC=CC=2)=CC=1.Cl[Pd]Cl.[Cu]I. The product is [Cl:1][C:2]1[N:3]=[N:20][C:18]([C:17]#[C:16][C:12]2[CH:13]=[CH:14][CH:15]=[C:10]([F:9])[CH:11]=2)=[CH:19][CH:7]=1. The yield is 0.780. (5) The reactants are [Br:1][C:2]1[CH:7]=[CH:6][C:5]([C:8](=O)[CH3:9])=[C:4]([OH:11])[CH:3]=1.C([O-])(=O)C.[Na+].Cl.[NH2:18][OH:19]. The catalyst is O. The product is [Br:1][C:2]1[CH:7]=[CH:6][C:5](/[C:8](=[N:18]/[OH:19])/[CH3:9])=[C:4]([OH:11])[CH:3]=1. The yield is 0.634. (6) The reactants are [CH2:1]([O:3][CH:4]([O:19][CH2:20][CH3:21])[C@@H:5]([NH:7][CH2:8][C:9]1[C:18]2[C:13](=[CH:14][CH:15]=[CH:16][CH:17]=2)[CH:12]=[CH:11][CH:10]=1)[CH3:6])[CH3:2].[NH:22]([C:50]([O:52][CH2:53][CH:54]1[C:66]2[C:61](=[CH:62][CH:63]=[CH:64][CH:65]=2)[C:60]2[C:55]1=[CH:56][CH:57]=[CH:58][CH:59]=2)=[O:51])[C@H:23]([C:47](O)=[O:48])[CH2:24][C:25](=[O:46])[NH:26][C:27]([C:40]1[CH:45]=[CH:44][CH:43]=[CH:42][CH:41]=1)([C:34]1[CH:39]=[CH:38][CH:37]=[CH:36][CH:35]=1)[C:28]1[CH:33]=[CH:32][CH:31]=[CH:30][CH:29]=1.CN(C(ON1N=NC2C=CC=NC1=2)=[N+](C)C)C.F[P-](F)(F)(F)(F)F.CCN(C(C)C)C(C)C. The catalyst is CN(C=O)C.CC(=O)OCC.O. The product is [CH2:20]([O:19][CH:4]([O:3][CH2:1][CH3:2])[C@@H:5]([N:7]([CH2:8][C:9]1[C:18]2[C:13](=[CH:14][CH:15]=[CH:16][CH:17]=2)[CH:12]=[CH:11][CH:10]=1)[C:47](=[O:48])[C@@H:23]([NH:22][C:50](=[O:51])[O:52][CH2:53][CH:54]1[C:66]2[CH:65]=[CH:64][CH:63]=[CH:62][C:61]=2[C:60]2[C:55]1=[CH:56][CH:57]=[CH:58][CH:59]=2)[CH2:24][C:25](=[O:46])[NH:26][C:27]([C:34]1[CH:39]=[CH:38][CH:37]=[CH:36][CH:35]=1)([C:40]1[CH:45]=[CH:44][CH:43]=[CH:42][CH:41]=1)[C:28]1[CH:33]=[CH:32][CH:31]=[CH:30][CH:29]=1)[CH3:6])[CH3:21]. The yield is 0.550. (7) The reactants are [C:1]([O:5][C:6]([N:8]1[CH2:13][CH2:12][CH2:11][CH2:10][CH:9]1[C:14]#[N:15])=[O:7])([CH3:4])([CH3:3])[CH3:2].[N-:16]=[N+:17]=[N-:18].[Na+].[Cl-].[NH4+]. The catalyst is CN(C)C=O.O. The product is [C:1]([O:5][C:6]([N:8]1[CH2:13][CH2:12][CH2:11][CH2:10][CH:9]1[C:14]1[N:16]=[N:17][NH:18][N:15]=1)=[O:7])([CH3:4])([CH3:2])[CH3:3]. The yield is 0.486. (8) The reactants are [F:1][C:2]1[CH:9]=[C:8]([N:10]2[CH2:15][CH2:14][CH2:13][CH:12]([OH:16])[CH2:11]2)[CH:7]=[CH:6][C:3]=1[C:4]#[N:5].CC(OI1(OC(C)=O)(OC(C)=O)OC(=O)C2C=CC=CC1=2)=O. The catalyst is C(Cl)Cl. The product is [F:1][C:2]1[CH:9]=[C:8]([N:10]2[CH2:15][CH2:14][CH2:13][C:12](=[O:16])[CH2:11]2)[CH:7]=[CH:6][C:3]=1[C:4]#[N:5]. The yield is 0.606.